The task is: Binary Classification. Given a T-cell receptor sequence (or CDR3 region) and an epitope sequence, predict whether binding occurs between them.. This data is from TCR-epitope binding with 47,182 pairs between 192 epitopes and 23,139 TCRs. (1) The epitope is SGPLKAEIAQRLED. The TCR CDR3 sequence is CASSQSLGTGELFF. Result: 0 (the TCR does not bind to the epitope). (2) The epitope is YIFFASFYY. The TCR CDR3 sequence is CASSGQERVETQYF. Result: 0 (the TCR does not bind to the epitope). (3) The epitope is RQLLFVVEV. The TCR CDR3 sequence is CASSLPRGPQLANTGELFF. Result: 1 (the TCR binds to the epitope).